From a dataset of Full USPTO retrosynthesis dataset with 1.9M reactions from patents (1976-2016). Predict the reactants needed to synthesize the given product. Given the product [NH2:11][C:10]1[C:9]([O:14][CH3:15])=[CH:8][C:4]([C:5]([OH:7])=[O:6])=[CH:3][C:2]=1[F:1], predict the reactants needed to synthesize it. The reactants are: [F:1][C:2]1[CH:3]=[C:4]([CH:8]=[C:9]([O:14][CH3:15])[C:10]=1[N+:11]([O-])=O)[C:5]([OH:7])=[O:6].CC(O)=O.[H][H].